Dataset: Forward reaction prediction with 1.9M reactions from USPTO patents (1976-2016). Task: Predict the product of the given reaction. (1) Given the reactants Cl[C:2]([O:4][C:5]1[CH:10]=[CH:9][CH:8]=[CH:7][CH:6]=1)=[O:3].[CH2:11]([S:13]([C:16]([C:19]1[CH:24]=[C:23]([N:25]2[CH2:30][CH2:29][O:28][CH2:27][C@@H:26]2[CH3:31])[N:22]=[C:21]([C:32]2[CH:38]=[CH:37][C:35]([NH2:36])=[CH:34][CH:33]=2)[N:20]=1)([CH3:18])[CH3:17])(=[O:15])=[O:14])[CH3:12].C(=O)(O)[O-].[Na+], predict the reaction product. The product is: [CH2:11]([S:13]([C:16]([C:19]1[CH:24]=[C:23]([N:25]2[CH2:30][CH2:29][O:28][CH2:27][C@@H:26]2[CH3:31])[N:22]=[C:21]([C:32]2[CH:33]=[CH:34][C:35]([NH:36][C:2](=[O:3])[O:4][C:5]3[CH:10]=[CH:9][CH:8]=[CH:7][CH:6]=3)=[CH:37][CH:38]=2)[N:20]=1)([CH3:17])[CH3:18])(=[O:14])=[O:15])[CH3:12]. (2) Given the reactants [CH:1](=O)[C:2]1[C:3](=[CH:5][CH:6]=[CH:7][CH:8]=1)[OH:4].[C:10]12([C:20](=[O:23])[CH2:21]Br)[CH2:19][CH:14]3[CH2:15][CH:16]([CH2:18][CH:12]([CH2:13]3)[CH2:11]1)[CH2:17]2.[OH-].[K+], predict the reaction product. The product is: [C:10]12([C:20]([C:21]3[O:4][C:3]4[CH:5]=[CH:6][CH:7]=[CH:8][C:2]=4[CH:1]=3)=[O:23])[CH2:17][CH:16]3[CH2:15][CH:14]([CH2:13][CH:12]([CH2:18]3)[CH2:11]1)[CH2:19]2. (3) Given the reactants [CH2:1]([O:3][C:4]1[CH:9]=[CH:8][CH:7]=[CH:6][C:5]=1[N:10]1[CH2:16][CH2:15][CH2:14][N:13]([CH2:17][CH2:18][CH2:19][CH2:20][O:21][C:22]2C=[C:30]3[C:25]([CH2:26][CH2:27][C:28](=[O:32])[NH:29]3)=[CH:24][CH:23]=2)[CH2:12][CH2:11]1)[CH3:2].[Na+].[I-].Cl.C(OC1C=CC=CC=1[N:45]1CCCNCC1)C.C([O-])([O-])=O.[K+].[K+], predict the reaction product. The product is: [CH2:1]([O:3][C:4]1[CH:9]=[CH:8][CH:7]=[CH:6][C:5]=1[N:10]1[CH2:16][CH2:15][CH2:14][N:13]([CH2:17][CH2:18][CH2:19][CH2:20][O:21][C:22]2[N:45]=[C:30]3[C:25]([CH2:26][CH2:27][C:28](=[O:32])[NH:29]3)=[CH:24][CH:23]=2)[CH2:12][CH2:11]1)[CH3:2]. (4) Given the reactants Br[C:2]1[C:7]2[C:8](=[O:24])[N:9]3[CH2:16][CH2:15][N:14]([C:17]([O:19][C:20]([CH3:23])([CH3:22])[CH3:21])=[O:18])[CH2:13][CH:10]3[CH2:11][O:12][C:6]=2[CH:5]=[CH:4][CH:3]=1.[C:25]1(B(O)O)[CH:30]=[CH:29][CH:28]=[CH:27][CH:26]=1.C(=O)([O-])[O-].[K+].[K+].O, predict the reaction product. The product is: [O:24]=[C:8]1[C:7]2[C:2]([C:25]3[CH:30]=[CH:29][CH:28]=[CH:27][CH:26]=3)=[CH:3][CH:4]=[CH:5][C:6]=2[O:12][CH2:11][CH:10]2[CH2:13][N:14]([C:17]([O:19][C:20]([CH3:23])([CH3:22])[CH3:21])=[O:18])[CH2:15][CH2:16][N:9]12.